From a dataset of Full USPTO retrosynthesis dataset with 1.9M reactions from patents (1976-2016). Predict the reactants needed to synthesize the given product. (1) Given the product [NH2:1][C:4]1[CH:5]=[CH:6][C:7]2[O:11][C:10]([CH2:12][N:13]3[CH2:14][CH2:15][CH2:16][CH2:17]3)=[N:9][C:8]=2[CH:18]=1, predict the reactants needed to synthesize it. The reactants are: [N+:1]([C:4]1[CH:5]=[CH:6][C:7]2[O:11][C:10]([CH2:12][N:13]3[CH2:17][CH2:16][CH2:15][CH2:14]3)=[N:9][C:8]=2[CH:18]=1)([O-])=O. (2) Given the product [F:33][C:11]([F:32])([C:8]1[N:6]2[CH:7]=[C:2]([C:38]3[CH:37]=[N:36][N:35]([CH3:34])[CH:39]=3)[CH:3]=[CH:4][C:5]2=[N:10][N:9]=1)[C:12]1[CH:13]=[CH:14][C:15]2[N:16]([CH:18]=[C:19]([NH:21][C:27]([CH:29]3[CH2:31][CH2:30]3)=[O:28])[N:20]=2)[N:17]=1.[ClH:56].[F:33][C:11]([F:32])([C:8]1[N:6]2[CH:7]=[C:2]([C:38]3[CH:37]=[N:36][N:35]([CH3:34])[CH:39]=3)[CH:3]=[CH:4][C:5]2=[N:10][N:9]=1)[C:12]1[CH:13]=[CH:14][C:15]2[N:16]([CH:18]=[C:19]([NH:21][C:22]([CH:24]3[CH2:26][CH2:25]3)=[O:23])[N:20]=2)[N:17]=1, predict the reactants needed to synthesize it. The reactants are: Br[C:2]1[CH:3]=[CH:4][C:5]2[N:6]([C:8]([C:11]([F:33])([F:32])[C:12]3[CH:13]=[CH:14][C:15]4[N:16]([CH:18]=[C:19]([N:21]([C:27]([CH:29]5[CH2:31][CH2:30]5)=[O:28])[C:22]([CH:24]5[CH2:26][CH2:25]5)=[O:23])[N:20]=4)[N:17]=3)=[N:9][N:10]=2)[CH:7]=1.[CH3:34][N:35]1[CH:39]=[C:38](B2OC(C)(C)C(C)(C)O2)[CH:37]=[N:36]1.C([O-])([O-])=O.[Na+].[Na+].C(Cl)[Cl:56]. (3) Given the product [Cl:1][C:2]1[CH:3]=[C:4]2[C:8](=[CH:9][CH:10]=1)[NH:7][C:6]([C:11]([N:31]1[C:32]3[C:28](=[CH:27][C:26]([N:25]([CH2:35][C:36]([O:38][C:39]([CH3:42])([CH3:41])[CH3:40])=[O:37])[S:22]([C:17]4[CH:18]=[C:19]([Cl:21])[CH:20]=[C:15]([Cl:14])[CH:16]=4)(=[O:24])=[O:23])=[CH:34][CH:33]=3)[CH2:29][CH2:30]1)=[O:13])=[CH:5]2, predict the reactants needed to synthesize it. The reactants are: [Cl:1][C:2]1[CH:3]=[C:4]2[C:8](=[CH:9][CH:10]=1)[NH:7][C:6]([C:11]([OH:13])=O)=[CH:5]2.[Cl:14][C:15]1[CH:16]=[C:17]([S:22]([N:25]([CH2:35][C:36]([O:38][C:39]([CH3:42])([CH3:41])[CH3:40])=[O:37])[C:26]2[CH:27]=[C:28]3[C:32](=[CH:33][CH:34]=2)[NH:31][CH2:30][CH2:29]3)(=[O:24])=[O:23])[CH:18]=[C:19]([Cl:21])[CH:20]=1.C(=O)([O-])[O-].[K+].[K+]. (4) Given the product [C:28]([O:27][C:25]([NH:24][C@@H:18]([CH2:19][O:20][CH:21]([F:22])[F:23])[C:17]([NH:16][C@@H:10]([CH2:11][O:12][CH:13]([F:15])[F:14])[C:9]([OH:33])=[O:8])=[O:32])=[O:26])([CH3:31])([CH3:29])[CH3:30], predict the reactants needed to synthesize it. The reactants are: C([O:8][C:9](=[O:33])[C@@H:10]([NH:16][C:17](=[O:32])[C@@H:18]([NH:24][C:25]([O:27][C:28]([CH3:31])([CH3:30])[CH3:29])=[O:26])[CH2:19][O:20][CH:21]([F:23])[F:22])[CH2:11][O:12][CH:13]([F:15])[F:14])C1C=CC=CC=1. (5) Given the product [CH:18]([N:19]1[CH2:22][CH:21]([NH:7][C:6]2[CH:8]=[CH:9][CH:10]=[CH:11][C:5]=2[C:1]([CH3:4])([CH3:2])[CH3:3])[CH2:20]1)([C:28]1[CH:29]=[CH:30][CH:31]=[CH:32][CH:33]=1)[C:12]1[CH:13]=[CH:14][CH:15]=[CH:16][CH:17]=1, predict the reactants needed to synthesize it. The reactants are: [C:1]([C:5]1[CH:11]=[CH:10][CH:9]=[CH:8][C:6]=1[NH2:7])([CH3:4])([CH3:3])[CH3:2].[C:12]1([CH:18]([C:28]2[CH:33]=[CH:32][CH:31]=[CH:30][CH:29]=2)[N:19]2[CH2:22][CH:21](CS([O-])(=O)=O)[CH2:20]2)[CH:17]=[CH:16][CH:15]=[CH:14][CH:13]=1.